This data is from Full USPTO retrosynthesis dataset with 1.9M reactions from patents (1976-2016). The task is: Predict the reactants needed to synthesize the given product. (1) Given the product [Cl:13][C:14]1[CH:22]=[CH:21][C:17]([C:18]([C:6]2[N:2]([CH3:1])[C:3]([CH2:7][C:8]([O:10][CH2:11][CH3:12])=[O:9])=[CH:4][CH:5]=2)=[O:19])=[CH:16][CH:15]=1, predict the reactants needed to synthesize it. The reactants are: [CH3:1][N:2]1[CH:6]=[CH:5][CH:4]=[C:3]1[CH2:7][C:8]([O:10][CH2:11][CH3:12])=[O:9].[Cl:13][C:14]1[CH:22]=[CH:21][C:17]([C:18](Cl)=[O:19])=[CH:16][CH:15]=1.[Cl-].[Al+3].[Cl-].[Cl-]. (2) Given the product [CH3:1][S:2]([C:5]1[CH:10]=[CH:9][C:8]([C:15]2[N:20]=[CH:19][C:18]([O:21][CH2:22][CH:23]3[CH2:24][CH2:25][N:26]([C:29]([O:31][C:32]([CH3:35])([CH3:34])[CH3:33])=[O:30])[CH2:27][CH2:28]3)=[CH:17][CH:16]=2)=[CH:7][CH:6]=1)(=[O:4])=[O:3], predict the reactants needed to synthesize it. The reactants are: [CH3:1][S:2]([C:5]1[CH:10]=[CH:9][C:8](B(O)O)=[CH:7][CH:6]=1)(=[O:4])=[O:3].Br[C:15]1[N:20]=[CH:19][C:18]([O:21][CH2:22][CH:23]2[CH2:28][CH2:27][N:26]([C:29]([O:31][C:32]([CH3:35])([CH3:34])[CH3:33])=[O:30])[CH2:25][CH2:24]2)=[CH:17][CH:16]=1.COCCOC.C([O-])([O-])=O.[Na+].[Na+]. (3) The reactants are: [NH:1]1[C:9]2[CH:8]=[CH:7][N:6]=[CH:5][C:4]=2[N:3]=[CH:2]1.[C:10]1(B(O)O)[CH:15]=[CH:14][CH:13]=[CH:12][CH:11]=1. Given the product [C:10]1([N:1]2[C:9]3[CH:8]=[CH:7][N:6]=[CH:5][C:4]=3[N:3]=[CH:2]2)[CH:15]=[CH:14][CH:13]=[CH:12][CH:11]=1.[C:10]1([N:3]2[C:4]3[CH:5]=[N:6][CH:7]=[CH:8][C:9]=3[N:1]=[CH:2]2)[CH:15]=[CH:14][CH:13]=[CH:12][CH:11]=1, predict the reactants needed to synthesize it. (4) Given the product [O:27]1[CH2:28][CH2:24][C:8]2([C:9]3[C:14](=[CH:13][CH:12]=[CH:11][CH:10]=3)[NH:6][C:7]2=[O:15])[CH2:25][CH2:26]1, predict the reactants needed to synthesize it. The reactants are: [Li]CCCC.[NH:6]1[C:14]2[C:9](=[CH:10][CH:11]=[CH:12][CH:13]=2)[CH2:8][C:7]1=[O:15].CN(CCN(C)C)C.[CH2:24]1[CH2:28][O:27][CH2:26][CH2:25]1.